This data is from NCI-60 drug combinations with 297,098 pairs across 59 cell lines. The task is: Regression. Given two drug SMILES strings and cell line genomic features, predict the synergy score measuring deviation from expected non-interaction effect. (1) Drug 1: C1CN(P(=O)(OC1)NCCCl)CCCl. Drug 2: CC1CCCC2(C(O2)CC(NC(=O)CC(C(C(=O)C(C1O)C)(C)C)O)C(=CC3=CSC(=N3)C)C)C. Cell line: HCC-2998. Synergy scores: CSS=63.3, Synergy_ZIP=7.64, Synergy_Bliss=7.96, Synergy_Loewe=-29.9, Synergy_HSA=5.70. (2) Drug 1: C1=CC(=CC=C1CCC2=CNC3=C2C(=O)NC(=N3)N)C(=O)NC(CCC(=O)O)C(=O)O. Drug 2: CN1C2=C(C=C(C=C2)N(CCCl)CCCl)N=C1CCCC(=O)O.Cl. Cell line: OVCAR-4. Synergy scores: CSS=7.85, Synergy_ZIP=-6.23, Synergy_Bliss=-11.4, Synergy_Loewe=-37.9, Synergy_HSA=-13.3. (3) Drug 1: CC1=C2C(C(=O)C3(C(CC4C(C3C(C(C2(C)C)(CC1OC(=O)C(C(C5=CC=CC=C5)NC(=O)C6=CC=CC=C6)O)O)OC(=O)C7=CC=CC=C7)(CO4)OC(=O)C)O)C)OC(=O)C. Drug 2: CC1CCCC2(C(O2)CC(NC(=O)CC(C(C(=O)C(C1O)C)(C)C)O)C(=CC3=CSC(=N3)C)C)C. Cell line: U251. Synergy scores: CSS=61.3, Synergy_ZIP=-4.18, Synergy_Bliss=-7.41, Synergy_Loewe=-4.08, Synergy_HSA=-1.63. (4) Drug 1: CC1=C2C(C(=O)C3(C(CC4C(C3C(C(C2(C)C)(CC1OC(=O)C(C(C5=CC=CC=C5)NC(=O)OC(C)(C)C)O)O)OC(=O)C6=CC=CC=C6)(CO4)OC(=O)C)O)C)O. Drug 2: CC1C(C(CC(O1)OC2CC(CC3=C2C(=C4C(=C3O)C(=O)C5=C(C4=O)C(=CC=C5)OC)O)(C(=O)CO)O)N)O.Cl. Cell line: UACC-257. Synergy scores: CSS=32.9, Synergy_ZIP=-4.55, Synergy_Bliss=-0.681, Synergy_Loewe=1.60, Synergy_HSA=2.31.